This data is from Reaction yield outcomes from USPTO patents with 853,638 reactions. The task is: Predict the reaction yield, written as a fraction of the theoretical maximum amount of product (1.0 means a 100% yield; for example, 0.34 means a 34% yield). (1) The reactants are F[C:2]1[N:7]=[CH:6][C:5]([C:8]2[NH:9][C:10]3[C:15]([CH:16]=2)=[CH:14][C:13](OC)=[CH:12][CH:11]=3)=[CH:4][CH:3]=1.[NH:19]1[CH:23]=[N:22][CH:21]=[N:20]1.[C:24]([O-])([O-])=[O:25].[Cs+].[Cs+]. The catalyst is CN(C=O)C. The product is [CH3:24][O:25][C:12]1[CH:11]=[C:10]2[C:15]([CH:16]=[C:8]([C:5]3[CH:6]=[N:7][C:2]([N:19]4[CH:23]=[N:22][CH:21]=[N:20]4)=[CH:3][CH:4]=3)[NH:9]2)=[CH:14][CH:13]=1. The yield is 0.150. (2) The reactants are Br[CH2:2][C:3]1[C:12]([O:13][CH3:14])=[C:11]([N+:15]([O-:17])=[O:16])[CH:10]=[CH:9][C:4]=1[C:5](OC)=[O:6].C[CH2:19][N:20](CC)CC.CN. The catalyst is CO. The product is [CH3:14][O:13][C:12]1[C:11]([N+:15]([O-:17])=[O:16])=[CH:10][CH:9]=[C:4]2[C:3]=1[CH2:2][N:20]([CH3:19])[C:5]2=[O:6]. The yield is 0.500. (3) The reactants are C(N)CN.[Cl:5][C:6]1[CH:7]=[C:8]([C:12]2[N:13]=[C:14]([CH2:17][N:18]3C(=O)C4C(=CC=CC=4)C3=O)[S:15][CH:16]=2)[CH:9]=[CH:10][CH:11]=1. The catalyst is C1COCC1. The product is [Cl:5][C:6]1[CH:7]=[C:8]([C:12]2[N:13]=[C:14]([CH2:17][NH2:18])[S:15][CH:16]=2)[CH:9]=[CH:10][CH:11]=1. The yield is 0.632. (4) The catalyst is CS(C)=O.O. The yield is 0.0800. The product is [CH2:1]([O:8][C:9]1[CH:14]=[CH:13][N:12]([C:15]2[CH:16]=[C:17]3[C:21](=[CH:22][CH:23]=2)[N:20]([CH2:26][CH2:27][N:28]2[CH2:32][CH2:31][C@H:30]([F:33])[CH2:29]2)[N:19]=[CH:18]3)[C:11](=[O:24])[CH:10]=1)[C:2]1[CH:7]=[CH:6][CH:5]=[CH:4][CH:3]=1. The reactants are [CH2:1]([O:8][C:9]1[CH:14]=[CH:13][N:12]([C:15]2[CH:16]=[C:17]3[C:21](=[CH:22][CH:23]=2)[NH:20][N:19]=[CH:18]3)[C:11](=[O:24])[CH:10]=1)[C:2]1[CH:7]=[CH:6][CH:5]=[CH:4][CH:3]=1.Cl[CH2:26][CH2:27][N:28]1[CH2:32][CH2:31][C@H:30]([F:33])[CH2:29]1.C([O-])([O-])=O.[Cs+].[Cs+]. (5) The reactants are [Cl:1][C:2]1[CH:12]=[C:11](Br)[CH:10]=[CH:9][C:3]=1[C:4]([O:6][CH2:7][CH3:8])=[O:5].[CH:14]([B-](F)(F)F)=[CH2:15].[K+].C(=O)([O-])[O-].[K+].[K+]. The catalyst is CS(C)=O.O. The product is [Cl:1][C:2]1[CH:12]=[C:11]([CH:14]=[CH2:15])[CH:10]=[CH:9][C:3]=1[C:4]([O:6][CH2:7][CH3:8])=[O:5]. The yield is 0.690.